From a dataset of Catalyst prediction with 721,799 reactions and 888 catalyst types from USPTO. Predict which catalyst facilitates the given reaction. Reactant: [F:1][C:2]1[C:10]([F:11])=[C:9]([F:12])[C:8]([F:13])=[C:7]2[C:3]=1[C:4]([CH2:14][CH2:15][NH2:16])=[CH:5][NH:6]2.[F:17][C:18]([F:30])([F:29])[CH2:19][O:20][C:21]1[CH:22]=[C:23]([CH:26]=[CH:27][CH:28]=1)[CH:24]=O.S([O-])([O-])(=O)=O.[Na+].[Na+]. The catalyst class is: 8. Product: [F:1][C:2]1[C:10]([F:11])=[C:9]([F:12])[C:8]([F:13])=[C:7]2[C:3]=1[C:4]([CH2:14][CH2:15][NH:16][CH2:24][C:23]1[CH:26]=[CH:27][CH:28]=[C:21]([O:20][CH2:19][C:18]([F:17])([F:29])[F:30])[CH:22]=1)=[CH:5][NH:6]2.